This data is from Full USPTO retrosynthesis dataset with 1.9M reactions from patents (1976-2016). The task is: Predict the reactants needed to synthesize the given product. (1) Given the product [Cl:1][C:2]1[N:11]=[C:10]([NH:16][CH2:13][CH2:14][CH3:15])[C:9]2[C:4](=[CH:5][CH:6]=[CH:7][CH:8]=2)[N:3]=1, predict the reactants needed to synthesize it. The reactants are: [Cl:1][C:2]1[N:11]=[C:10](Cl)[C:9]2[C:4](=[CH:5][CH:6]=[CH:7][CH:8]=2)[N:3]=1.[CH2:13]([NH2:16])[CH2:14][CH3:15].C(N(CC)CC)C. (2) The reactants are: [C:1]([O:5][C:6](=[O:30])[NH:7][C@H:8]([CH2:26][CH:27]([CH3:29])[CH3:28])[C:9]([NH:11][C:12]1[CH:17]=[C:16]([O:18][CH3:19])[C:15]([C:20]2[O:24][CH:23]=[N:22][CH:21]=2)=[CH:14][C:13]=1Br)=[O:10])([CH3:4])([CH3:3])[CH3:2].[B:31]1([B:31]2[O:35][C:34]([CH3:37])([CH3:36])[C:33]([CH3:39])([CH3:38])[O:32]2)[O:35][C:34]([CH3:37])([CH3:36])[C:33]([CH3:39])([CH3:38])[O:32]1.C(N(CC)CC)C. Given the product [C:1]([O:5][C:6](=[O:30])[NH:7][C@H:8]([CH2:26][CH:27]([CH3:29])[CH3:28])[C:9]([NH:11][C:12]1[CH:17]=[C:16]([O:18][CH3:19])[C:15]([C:20]2[O:24][CH:23]=[N:22][CH:21]=2)=[CH:14][C:13]=1[B:31]1[O:35][C:34]([CH3:37])([CH3:36])[C:33]([CH3:39])([CH3:38])[O:32]1)=[O:10])([CH3:4])([CH3:3])[CH3:2], predict the reactants needed to synthesize it. (3) Given the product [Cl:16][C:17]1[CH:25]=[CH:24][CH:23]=[C:22]([F:26])[C:18]=1[C:19]([C:3]1[C:4]2[C:5](=[CH:6][N:7]=[C:8]([NH:10][C:11]([CH:13]3[CH2:14][CH2:15]3)=[O:12])[CH:9]=2)[NH:1][CH:2]=1)=[O:20], predict the reactants needed to synthesize it. The reactants are: [NH:1]1[C:5]2=[CH:6][N:7]=[C:8]([NH:10][C:11]([CH:13]3[CH2:15][CH2:14]3)=[O:12])[CH:9]=[C:4]2[CH:3]=[CH:2]1.[Cl:16][C:17]1[CH:25]=[CH:24][CH:23]=[C:22]([F:26])[C:18]=1[C:19](Cl)=[O:20].